From a dataset of Forward reaction prediction with 1.9M reactions from USPTO patents (1976-2016). Predict the product of the given reaction. (1) Given the reactants [C:1]1(=[O:7])[CH2:6][CH2:5][CH2:4][CH2:3][CH2:2]1.II.Br[CH2:11][C:12]([O:14][CH2:15][CH3:16])=[O:13].S(=O)(=O)(O)O, predict the reaction product. The product is: [CH2:15]([O:14][C:12](=[O:13])[CH2:11][C:1]1([OH:7])[CH2:6][CH2:5][CH2:4][CH2:3][CH2:2]1)[CH3:16]. (2) Given the reactants [OH:1][CH2:2][C:3]1[N:7]([CH2:8][CH2:9][NH:10][C:11](=[O:17])[O:12][C:13]([CH3:16])([CH3:15])[CH3:14])[N:6]=[C:5]([C:18]2[CH:23]=[CH:22][CH:21]=[CH:20][CH:19]=2)[CH:4]=1, predict the reaction product. The product is: [CH:2]([C:3]1[N:7]([CH2:8][CH2:9][NH:10][C:11](=[O:17])[O:12][C:13]([CH3:16])([CH3:15])[CH3:14])[N:6]=[C:5]([C:18]2[CH:19]=[CH:20][CH:21]=[CH:22][CH:23]=2)[CH:4]=1)=[O:1]. (3) The product is: [CH3:15][O:1][C:2]1[C:9]([O:10][CH3:11])=[C:8]([N+:12]([O-:14])=[O:13])[CH:7]=[CH:6][C:3]=1[CH:4]=[O:5]. Given the reactants [OH:1][C:2]1[C:9]([O:10][CH3:11])=[C:8]([N+:12]([O-:14])=[O:13])[CH:7]=[CH:6][C:3]=1[CH:4]=[O:5].[C:15](=O)([O-])[O-].[K+].[K+].CI, predict the reaction product. (4) Given the reactants CC1(C)[O:6][C:5](=[CH:7][C:8]([N:10]([O:19][CH3:20])[CH2:11][C:12]2[CH:17]=[CH:16][C:15]([CH3:18])=[CH:14][CH:13]=2)=[O:9])[C:4](=[O:21])O1.[CH2:23]=O.[NH2:25][CH2:26][CH2:27][N:28]1[CH2:33][CH2:32][O:31][CH2:30][CH2:29]1, predict the reaction product. The product is: [CH3:20][O:19][N:10]([CH2:11][C:12]1[CH:13]=[CH:14][C:15]([CH3:18])=[CH:16][CH:17]=1)[C:8]([C:7]1[CH2:23][N:25]([CH2:26][CH2:27][N:28]2[CH2:33][CH2:32][O:31][CH2:30][CH2:29]2)[C:4](=[O:21])[C:5]=1[OH:6])=[O:9].